This data is from Full USPTO retrosynthesis dataset with 1.9M reactions from patents (1976-2016). The task is: Predict the reactants needed to synthesize the given product. Given the product [N+:8]([C:7]1[CH:6]=[C:5]2[N:11]=[CH:16][S:17][C:4]2=[N:3][CH:2]=1)([O-:10])=[O:9], predict the reactants needed to synthesize it. The reactants are: Cl[C:2]1[C:7]([N+:8]([O-:10])=[O:9])=[CH:6][C:5]([N+:11]([O-])=O)=[CH:4][N:3]=1.CN(C)[CH:16]=[S:17].C1(C)C(C)=CC=CC=1.